Dataset: Full USPTO retrosynthesis dataset with 1.9M reactions from patents (1976-2016). Task: Predict the reactants needed to synthesize the given product. (1) Given the product [CH2:1]([O:3][C:4]1[C:12]([O:13][C:14]([F:15])([F:16])[F:17])=[CH:11][CH:10]=[CH:9][C:5]=1[CH2:6][N:25]([CH3:23])[C:18](=[O:21])[CH:19]=[CH2:20])[CH3:2], predict the reactants needed to synthesize it. The reactants are: [CH2:1]([O:3][C:4]1[C:12]([O:13][C:14]([F:17])([F:16])[F:15])=[CH:11][CH:10]=[CH:9][C:5]=1[CH2:6]CN)[CH3:2].[C:18](Cl)(=[O:21])[CH:19]=[CH2:20].[CH2:23]([N:25](CC)CC)C. (2) Given the product [CH2:1]([O:3][C:4](=[O:17])[C:5]1[CH:10]=[C:9]([C:11]([F:14])([F:13])[F:12])[C:8]([CH:19]=[CH2:20])=[CH:7][C:6]=1[NH2:16])[CH3:2], predict the reactants needed to synthesize it. The reactants are: [CH2:1]([O:3][C:4](=[O:17])[C:5]1[CH:10]=[C:9]([C:11]([F:14])([F:13])[F:12])[C:8](Cl)=[CH:7][C:6]=1[NH2:16])[CH3:2].[K].[CH:19]([B-](F)(F)F)=[CH2:20].C(=O)([O-])[O-].[K+].[K+].